Dataset: Full USPTO retrosynthesis dataset with 1.9M reactions from patents (1976-2016). Task: Predict the reactants needed to synthesize the given product. (1) Given the product [CH:1](=[O:34])[CH2:2][CH2:3]/[CH:4]=[CH:5]\[CH2:6][CH2:7][CH2:8][CH2:9]/[CH:10]=[CH:11]\[CH2:12][CH3:13], predict the reactants needed to synthesize it. The reactants are: [C:1](#N)[CH2:2][CH2:3]/[CH:4]=[CH:5]\[CH2:6][CH2:7][CH2:8][CH2:9]/[CH:10]=[CH:11]\[CH2:12][CH3:13].C1(C)C=CC=CC=1.CC(C[AlH]CC(C)C)C.Cl.C(OCC)(=[O:34])C. (2) Given the product [CH2:1]([O:3][CH:4]([O:18][CH2:19][CH3:20])[CH2:5][N:6]1[C:10]([NH:11][C:22]2[CH:27]=[C:26]([N+:28]([O-:30])=[O:29])[CH:25]=[C:24]([CH3:31])[C:23]=2[CH3:32])=[CH:9][C:8]([C:12]2[CH:13]=[N:14][CH:15]=[CH:16][CH:17]=2)=[N:7]1)[CH3:2], predict the reactants needed to synthesize it. The reactants are: [CH2:1]([O:3][CH:4]([O:18][CH2:19][CH3:20])[CH2:5][N:6]1[C:10]([NH2:11])=[CH:9][C:8]([C:12]2[CH:13]=[N:14][CH:15]=[CH:16][CH:17]=2)=[N:7]1)[CH3:2].Br[C:22]1[CH:27]=[C:26]([N+:28]([O-:30])=[O:29])[CH:25]=[C:24]([CH3:31])[C:23]=1[CH3:32]. (3) Given the product [CH3:1][O:2][CH2:3][CH2:4][CH2:5][CH2:6][N:7]1[C:15]([C:16]2[CH:21]=[CH:20][CH:19]=[CH:18][CH:17]=2)=[N:23][N:24]=[C:8]1[C:9]([O:11][CH2:12][CH2:13][CH2:25][CH3:26])=[O:10], predict the reactants needed to synthesize it. The reactants are: [CH3:1][O:2][CH2:3][CH2:4][CH2:5][CH2:6][NH:7][C:8](=S)[C:9]([O:11][CH2:12][CH3:13])=[O:10].[C:15]([NH:23][NH2:24])(=O)[C:16]1[CH:21]=[CH:20][CH:19]=[CH:18][CH:17]=1.[C:25](O)(=O)[CH2:26]C(CC(O)=O)(C(O)=O)O. (4) Given the product [C:1]([O:5][C:6](=[O:38])[C@@H:7]([NH:37][C:46](=[O:48])[CH3:47])[CH2:8][C:9]1[CH:14]=[CH:13][C:12]([N:15]2[CH2:19][C:18](=[O:20])[N:17]([CH2:21][CH2:22][Si:23]([CH3:26])([CH3:25])[CH3:24])[S:16]2(=[O:27])=[O:28])=[C:11]([O:29][CH2:30][C:31]2[CH:32]=[CH:33][CH:34]=[CH:35][CH:36]=2)[CH:10]=1)([CH3:4])([CH3:2])[CH3:3], predict the reactants needed to synthesize it. The reactants are: [C:1]([O:5][C:6](=[O:38])[C@@H:7]([NH2:37])[CH2:8][C:9]1[CH:14]=[CH:13][C:12]([N:15]2[CH2:19][C:18](=[O:20])[N:17]([CH2:21][CH2:22][Si:23]([CH3:26])([CH3:25])[CH3:24])[S:16]2(=[O:28])=[O:27])=[C:11]([O:29][CH2:30][C:31]2[CH:36]=[CH:35][CH:34]=[CH:33][CH:32]=2)[CH:10]=1)([CH3:4])([CH3:3])[CH3:2].C(N(CC)CC)C.[C:46](Cl)(=[O:48])[CH3:47].Cl. (5) Given the product [CH3:13][N:9]([CH2:10][CH2:11][CH3:12])[C:7](=[O:8])[C:6]1[CH:5]=[C:4]([CH:16]=[C:15]([N:17]2[CH2:21][CH2:20][CH2:19][C:18]2=[O:22])[CH:14]=1)[C:3]([OH:23])=[O:2], predict the reactants needed to synthesize it. The reactants are: C[O:2][C:3](=[O:23])[C:4]1[CH:16]=[C:15]([N:17]2[CH2:21][CH2:20][CH2:19][C:18]2=[O:22])[CH:14]=[C:6]([C:7]([N:9]([CH3:13])[CH2:10][CH2:11][CH3:12])=[O:8])[CH:5]=1.[Li+].[OH-]. (6) Given the product [CH2:29]([NH:30][C:19](=[O:20])[CH2:18][N:16]1[CH:17]=[C:13]([NH:12][C:8]2[N:7]=[C:6]([NH:5][CH2:4][C:3]3[C:22]([F:27])=[CH:23][C:24]([F:26])=[CH:25][C:2]=3[F:1])[CH:11]=[CH:10][N:9]=2)[CH:14]=[N:15]1)[CH3:28], predict the reactants needed to synthesize it. The reactants are: [F:1][C:2]1[CH:25]=[C:24]([F:26])[CH:23]=[C:22]([F:27])[C:3]=1[CH2:4][NH:5][C:6]1[CH:11]=[CH:10][N:9]=[C:8]([NH:12][C:13]2[CH:14]=[N:15][N:16]([CH2:18][C:19](O)=[O:20])[CH:17]=2)[N:7]=1.[CH3:28][CH2:29][N:30](C(C)C)C(C)C.CN(C(F)=[N+](C)C)C.F[P-](F)(F)(F)(F)F.C(N)C.